Predict the reaction yield, written as a fraction of the theoretical maximum amount of product (1.0 means a 100% yield; for example, 0.34 means a 34% yield). From a dataset of Reaction yield outcomes from USPTO patents with 853,638 reactions. (1) The catalyst is N1C=CC=CC=1. The reactants are [SH:1][C@H:2]1[CH2:6][N:5]([S:7]([C:10]2[CH:19]=[CH:18][C:17]3[C:12](=[CH:13][CH:14]=[CH:15][CH:16]=3)[CH:11]=2)(=[O:9])=[O:8])[C@H:4]([C:20]([N:22]([CH2:31][C:32]([OH:34])=[O:33])[CH2:23][CH2:24][C:25]2[CH:30]=[CH:29][CH:28]=[CH:27][CH:26]=2)=[O:21])[CH2:3]1.[C:35](Cl)(=[O:37])[CH3:36]. The yield is 0.280. The product is [C:35]([S:1][C@H:2]1[CH2:6][N:5]([S:7]([C:10]2[CH:19]=[CH:18][C:17]3[C:12](=[CH:13][CH:14]=[CH:15][CH:16]=3)[CH:11]=2)(=[O:9])=[O:8])[C@H:4]([C:20]([N:22]([CH2:31][C:32]([OH:34])=[O:33])[CH2:23][CH2:24][C:25]2[CH:30]=[CH:29][CH:28]=[CH:27][CH:26]=2)=[O:21])[CH2:3]1)(=[O:37])[CH3:36]. (2) The reactants are [OH:1][CH:2]([CH2:7][CH2:8][C:9]1[CH:14]=[CH:13][C:12](I)=[CH:11][CH:10]=1)[CH2:3][C:4]([OH:6])=[O:5].C(=O)([O-])[O-].[Cs+].[Cs+].[N+:22]([C:25]1[CH:26]=[C:27](B(O)O)[CH:28]=[CH:29][CH:30]=1)([O-:24])=[O:23]. The catalyst is CN(C)C=O.[Pd]. The product is [OH:1][CH:2]([CH2:7][CH2:8][C:9]1[CH:14]=[CH:13][C:12]([C:29]2[CH:28]=[CH:27][CH:26]=[C:25]([N+:22]([O-:24])=[O:23])[CH:30]=2)=[CH:11][CH:10]=1)[CH2:3][C:4]([OH:6])=[O:5]. The yield is 0.320.